From a dataset of Full USPTO retrosynthesis dataset with 1.9M reactions from patents (1976-2016). Predict the reactants needed to synthesize the given product. (1) Given the product [Cl:11][C:7]1[CH:6]=[C:5]([C@@:3]2([OH:4])[O:16][CH2:15][C:14]([CH3:18])([CH3:17])[NH:13][C@@H:2]2[CH3:12])[CH:10]=[CH:9][CH:8]=1, predict the reactants needed to synthesize it. The reactants are: Br[CH:2]([CH3:12])[C:3]([C:5]1[CH:10]=[CH:9][CH:8]=[C:7]([Cl:11])[CH:6]=1)=[O:4].[NH2:13][C:14]([CH3:18])([CH3:17])[CH2:15][OH:16]. (2) Given the product [CH3:1][C:2]1([CH3:9])[CH2:7][CH:6]([NH:8][C:11]2[CH:16]=[C:15]([C:17]3[CH:22]=[CH:21][CH:20]=[C:19]([CH3:23])[C:18]=3[CH3:24])[N:14]=[C:13]([NH2:25])[N:12]=2)[CH2:5][CH2:4][O:3]1, predict the reactants needed to synthesize it. The reactants are: [CH3:1][C:2]1([CH3:9])[CH2:7][CH:6]([NH2:8])[CH2:5][CH2:4][O:3]1.Cl[C:11]1[CH:16]=[C:15]([C:17]2[CH:22]=[CH:21][CH:20]=[C:19]([CH3:23])[C:18]=2[CH3:24])[N:14]=[C:13]([NH2:25])[N:12]=1.